Dataset: Forward reaction prediction with 1.9M reactions from USPTO patents (1976-2016). Task: Predict the product of the given reaction. (1) Given the reactants [CH2:1](N(C(C)C)C(C)C)C.C[C:11]1[O:12][C:13](=[O:28])[C:14](=[CH:16][C:17]2[CH:22]=[CH:21][C:20]([O:23][C:24]([F:27])([F:26])[F:25])=[CH:19][CH:18]=2)[N:15]=1.[CH3:29][OH:30], predict the reaction product. The product is: [C:29]([NH:15][CH:14]([CH2:16][C:17]1[CH:22]=[CH:21][C:20]([O:23][C:24]([F:25])([F:26])[F:27])=[CH:19][CH:18]=1)[C:13]([O:12][CH3:11])=[O:28])(=[O:30])[CH3:1]. (2) Given the reactants [CH3:1][C:2]1([CH3:35])[CH2:11][CH2:10][C:9]([CH3:13])([CH3:12])[C:8]2[CH:7]=[C:6]([C:14]3[CH:19]=[C:18]([C:20]4[CH:25]=[CH:24][C:23]([C:26](O)=[O:27])=[CH:22][CH:21]=4)[CH:17]=[CH:16][C:15]=3[C:29]3[CH:34]=[CH:33][CH:32]=[CH:31][CH:30]=3)[CH:5]=[CH:4][C:3]1=2.[OH-].[K+].C[Si](C)(C)[O:40][NH2:41].ON1C2C=CC=CC=2N=N1.Cl.CN(C)CCCN=C=NCC, predict the reaction product. The product is: [CH3:1][C:2]1([CH3:35])[CH2:11][CH2:10][C:9]([CH3:13])([CH3:12])[C:8]2[CH:7]=[C:6]([C:14]3[CH:19]=[C:18]([C:20]4[CH:25]=[CH:24][C:23]([C:26]([NH:41][OH:40])=[O:27])=[CH:22][CH:21]=4)[CH:17]=[CH:16][C:15]=3[C:29]3[CH:34]=[CH:33][CH:32]=[CH:31][CH:30]=3)[CH:5]=[CH:4][C:3]1=2. (3) Given the reactants Br[C:2]1[CH:3]=[C:4]([N:13]([CH2:20][CH3:21])[CH:14]2[CH2:19][CH2:18][O:17][CH2:16][CH2:15]2)[C:5]([CH3:12])=[C:6]([CH:11]=1)[C:7]([O:9][CH3:10])=[O:8].[O:22]1[CH2:27][CH2:26][N:25]([CH2:28][C:29]2[CH:34]=[CH:33][C:32](B3OC(C)(C)C(C)(C)O3)=[CH:31][CH:30]=2)[CH2:24][CH2:23]1.C([O-])([O-])=O.[Na+].[Na+], predict the reaction product. The product is: [CH2:20]([N:13]([CH:14]1[CH2:19][CH2:18][O:17][CH2:16][CH2:15]1)[C:4]1[C:5]([CH3:12])=[C:6]([C:7]([O:9][CH3:10])=[O:8])[CH:11]=[C:2]([C:32]2[CH:31]=[CH:30][C:29]([CH2:28][N:25]3[CH2:26][CH2:27][O:22][CH2:23][CH2:24]3)=[CH:34][CH:33]=2)[CH:3]=1)[CH3:21]. (4) Given the reactants [Cl:1][C:2]1[CH:3]=[C:4]2[C:8](=[CH:9][CH:10]=1)[NH:7][C:6](=[O:11])[C:5]2=[O:12].[N+:13]([O-])([OH:15])=[O:14], predict the reaction product. The product is: [Cl:1][C:2]1[CH:3]=[C:4]2[C:8](=[C:9]([N+:13]([O-:15])=[O:14])[CH:10]=1)[NH:7][C:6](=[O:11])[C:5]2=[O:12]. (5) Given the reactants [C:1]1([CH2:7][CH:8]=O)[CH:6]=[CH:5][CH:4]=[CH:3][CH:2]=1.[C:10]([NH:14][OH:15])([CH3:13])([CH3:12])[CH3:11], predict the reaction product. The product is: [C:10]([N+:14]([O-:15])=[CH:8][CH2:7][C:1]1[CH:6]=[CH:5][CH:4]=[CH:3][CH:2]=1)([CH3:13])([CH3:12])[CH3:11]. (6) Given the reactants [O:1]=[C:2]1[N:6]2[C:7]([C:16]([F:19])([F:18])[F:17])=[CH:8][CH:9]=[C:10]([C:11]([O:13][CH2:14][CH3:15])=[O:12])[C:5]2=[N:4][NH:3]1.[CH3:20][O:21][CH2:22][CH2:23][NH:24][CH3:25], predict the reaction product. The product is: [CH3:20][O:21][CH2:22][CH2:23][N:24]([CH3:25])[C:2]([NH:3][NH:4][C:5]1[N:6]=[C:7]([C:16]([F:17])([F:18])[F:19])[CH:8]=[CH:9][C:10]=1[C:11]([O:13][CH2:14][CH3:15])=[O:12])=[O:1]. (7) Given the reactants [Br:1][C:2]1[C:3]([F:20])=[C:4]([C:13]([C:16]([CH3:19])([CH3:18])[CH3:17])=[CH:14][CH:15]=1)[O:5][Si](C(C)(C)C)(C)C.CCCC[N+](CCCC)(CCCC)CCCC.[F-].[NH4+].[Cl-], predict the reaction product. The product is: [Br:1][C:2]1[C:3]([F:20])=[C:4]([OH:5])[C:13]([C:16]([CH3:17])([CH3:19])[CH3:18])=[CH:14][CH:15]=1. (8) Given the reactants [Br:1][C:2]1[CH:7]=[C:6]([CH2:8][C:9]2[CH:14]=[CH:13][C:12]([CH2:15][CH3:16])=[CH:11][CH:10]=2)[C:5]([Cl:17])=[CH:4][C:3]=1[CH2:18]Br.[OH-].[Na+].[CH2:22]([OH:26])[CH2:23][C:24]#[CH:25], predict the reaction product. The product is: [Br:1][C:2]1[CH:7]=[C:6]([CH2:8][C:9]2[CH:14]=[CH:13][C:12]([CH2:15][CH3:16])=[CH:11][CH:10]=2)[C:5]([Cl:17])=[CH:4][C:3]=1[CH2:18][O:26][CH2:22][CH2:23][C:24]#[CH:25]. (9) Given the reactants Cl.[C:2]([C@@:4]1([CH:26]2[CH2:28][CH2:27]2)[CH2:8][CH2:7][N:6]([C:9]2[CH:14]=[CH:13][N:12]=[C:11]([NH:15][C:16]3[CH:20]=[C:19]([C:21](O)=[O:22])[N:18]([CH3:24])[N:17]=3)[CH:10]=2)[C:5]1=[O:25])#[N:3].C(N(CC)C(C)C)(C)C.F[P-](F)(F)(F)(F)F.N1(OC(N(C)C)=[N+](C)C)C2N=CC=CC=2N=N1.[F:62][CH:63]([F:66])[CH2:64][NH2:65].C(=O)([O-])O.[Na+], predict the reaction product. The product is: [C:2]([C@@:4]1([CH:26]2[CH2:28][CH2:27]2)[CH2:8][CH2:7][N:6]([C:9]2[CH:14]=[CH:13][N:12]=[C:11]([NH:15][C:16]3[CH:20]=[C:19]([C:21]([NH:65][CH2:64][CH:63]([F:66])[F:62])=[O:22])[N:18]([CH3:24])[N:17]=3)[CH:10]=2)[C:5]1=[O:25])#[N:3].